This data is from Catalyst prediction with 721,799 reactions and 888 catalyst types from USPTO. The task is: Predict which catalyst facilitates the given reaction. (1) Reactant: [Cl:1][C:2]1[N:7]=[C:6](Cl)[C:5]([O:9][CH3:10])=[CH:4][N:3]=1.[Cl:11][C:12]1[CH:13]=[C:14]([S:19]([NH2:22])(=[O:21])=[O:20])[CH:15]=[CH:16][C:17]=1[Cl:18]. Product: [Cl:11][C:12]1[CH:13]=[C:14]([S:19]([NH:22][C:6]2[C:5]([O:9][CH3:10])=[CH:4][N:3]=[C:2]([Cl:1])[N:7]=2)(=[O:20])=[O:21])[CH:15]=[CH:16][C:17]=1[Cl:18]. The catalyst class is: 23. (2) Reactant: C[O:2][C:3](=[O:29])[C:4]1[CH:9]=[CH:8][C:7]([C:10]2[CH:15]=[CH:14][N:13]=[C:12]([CH2:16][CH3:17])[C:11]=2[C:18]#[C:19][C:20]2[CH:21]=[N:22][C:23]([NH2:26])=[CH:24][CH:25]=2)=[CH:6][C:5]=1[O:27][CH3:28].[OH-].[Na+]. Product: [NH2:26][C:23]1[N:22]=[CH:21][C:20]([C:19]#[C:18][C:11]2[C:12]([CH2:16][CH3:17])=[N:13][CH:14]=[CH:15][C:10]=2[C:7]2[CH:8]=[CH:9][C:4]([C:3]([OH:29])=[O:2])=[C:5]([O:27][CH3:28])[CH:6]=2)=[CH:25][CH:24]=1. The catalyst class is: 1. (3) Reactant: [C:1]1([CH2:7][S:8]([NH2:11])(=[O:10])=[O:9])[CH:6]=[CH:5][CH:4]=[CH:3][CH:2]=1.[C:12]([C:14]1[C:15]([N:26]2[CH2:31][CH2:30][CH:29]([C:32](O)=[O:33])[CH:28]([CH3:35])[CH2:27]2)=[N:16][C:17]([CH3:25])=[C:18]([C:20]([O:22][CH2:23][CH3:24])=[O:21])[CH:19]=1)#[N:13].CN(C(ON1N=NC2C=CC=CC1=2)=[N+](C)C)C.[B-](F)(F)(F)F.CCN(C(C)C)C(C)C.C([O-])(O)=O.[Na+]. Product: [CH2:7]([S:8]([NH:11][C:32]([CH:29]1[CH2:30][CH2:31][N:26]([C:15]2[C:14]([C:12]#[N:13])=[CH:19][C:18]([C:20]([O:22][CH2:23][CH3:24])=[O:21])=[C:17]([CH3:25])[N:16]=2)[CH2:27][CH:28]1[CH3:35])=[O:33])(=[O:9])=[O:10])[C:1]1[CH:2]=[CH:3][CH:4]=[CH:5][CH:6]=1. The catalyst class is: 2.